Dataset: Peptide-MHC class II binding affinity with 134,281 pairs from IEDB. Task: Regression. Given a peptide amino acid sequence and an MHC pseudo amino acid sequence, predict their binding affinity value. This is MHC class II binding data. (1) The peptide sequence is NKAGVRIYVDIVLNH. The MHC is HLA-DPA10103-DPB10401 with pseudo-sequence HLA-DPA10103-DPB10401. The binding affinity (normalized) is 0.269. (2) The peptide sequence is DTPYLDITYHFVMQKLPL. The MHC is H-2-IAs with pseudo-sequence H-2-IAs. The binding affinity (normalized) is 0.351. (3) The peptide sequence is PYVSKNPRQAYANYR. The MHC is DRB1_0802 with pseudo-sequence DRB1_0802. The binding affinity (normalized) is 0.298. (4) The peptide sequence is EEFCTLASRFLVEED. The MHC is HLA-DPA10301-DPB10402 with pseudo-sequence HLA-DPA10301-DPB10402. The binding affinity (normalized) is 0.512. (5) The peptide sequence is CAKSMSLFEVDQTKI. The MHC is DRB1_0404 with pseudo-sequence DRB1_0404. The binding affinity (normalized) is 0.325. (6) The peptide sequence is QEVFKAIQSLKTTEV. The MHC is DRB1_0802 with pseudo-sequence DRB1_0802. The binding affinity (normalized) is 0.666.